Dataset: Reaction yield outcomes from USPTO patents with 853,638 reactions. Task: Predict the reaction yield, written as a fraction of the theoretical maximum amount of product (1.0 means a 100% yield; for example, 0.34 means a 34% yield). The reactants are CC(C)([O-])C.[K+].[C:7]([O:11][C:12](=[O:31])[NH:13][C:14]([CH3:30])([CH3:29])[CH2:15][N:16]([C:25](=[O:28])[CH2:26]Br)[C:17]1[C:22]([F:23])=[CH:21][CH:20]=[CH:19][C:18]=1[F:24])([CH3:10])([CH3:9])[CH3:8].C(O)(=O)C. The catalyst is O1CCCC1. The product is [C:7]([O:11][C:12]([N:13]1[CH2:26][C:25](=[O:28])[N:16]([C:17]2[C:22]([F:23])=[CH:21][CH:20]=[CH:19][C:18]=2[F:24])[CH2:15][C:14]1([CH3:30])[CH3:29])=[O:31])([CH3:10])([CH3:9])[CH3:8]. The yield is 0.830.